From a dataset of Reaction yield outcomes from USPTO patents with 853,638 reactions. Predict the reaction yield, written as a fraction of the theoretical maximum amount of product (1.0 means a 100% yield; for example, 0.34 means a 34% yield). (1) The reactants are Cl[C:2]1[N:7]=[C:6]([NH:8][C:9]([C:11]2([C:14]3[CH:24]=[CH:23][C:17]4[O:18][C:19]([F:22])([F:21])[O:20][C:16]=4[CH:15]=3)[CH2:13][CH2:12]2)=[O:10])[CH:5]=[CH:4][C:3]=1[CH3:25].[CH3:26][O:27][C:28]1[N:33]=[CH:32][C:31](B(O)O)=[CH:30][CH:29]=1.C(=O)([O-])[O-].[K+].[K+]. The catalyst is COCCOC.C1C=CC([P]([Pd]([P](C2C=CC=CC=2)(C2C=CC=CC=2)C2C=CC=CC=2)([P](C2C=CC=CC=2)(C2C=CC=CC=2)C2C=CC=CC=2)[P](C2C=CC=CC=2)(C2C=CC=CC=2)C2C=CC=CC=2)(C2C=CC=CC=2)C2C=CC=CC=2)=CC=1. The product is [F:21][C:19]1([F:22])[O:18][C:17]2[CH:23]=[CH:24][C:14]([C:11]3([C:9]([NH:8][C:6]4[N:7]=[C:2]([C:31]5[CH:32]=[N:33][C:28]([O:27][CH3:26])=[CH:29][CH:30]=5)[C:3]([CH3:25])=[CH:4][CH:5]=4)=[O:10])[CH2:13][CH2:12]3)=[CH:15][C:16]=2[O:20]1. The yield is 0.610. (2) The reactants are [CH2:1]([C:3]1[O:7][C:6]([C:8]2[CH:9]=[C:10]([NH:23][CH:24]([CH3:26])[CH3:25])[C:11]([N:14]3[CH2:19][CH2:18][CH:17]([C:20](O)=[O:21])[CH2:16][CH2:15]3)=[N:12][CH:13]=2)=[N:5][CH:4]=1)[CH3:2].CCN=C=NCCCN(C)C.C1C=CC2N(O)N=NC=2C=1.CCN(C(C)C)C(C)C.[Cl:57][C:58]1[S:62][C:61]([S:63]([NH2:66])(=[O:65])=[O:64])=[CH:60][CH:59]=1. The catalyst is C(Cl)Cl. The product is [Cl:57][C:58]1[S:62][C:61]([S:63]([NH:66][C:20]([CH:17]2[CH2:18][CH2:19][N:14]([C:11]3[C:10]([NH:23][CH:24]([CH3:25])[CH3:26])=[CH:9][C:8]([C:6]4[O:7][C:3]([CH2:1][CH3:2])=[CH:4][N:5]=4)=[CH:13][N:12]=3)[CH2:15][CH2:16]2)=[O:21])(=[O:65])=[O:64])=[CH:60][CH:59]=1. The yield is 0.500. (3) The reactants are [NH2:1][C:2]1[NH:3][C:4](=[O:46])[C:5]2[S:10][C:9](=[O:11])[N:8]([C@@H:12]3[O:34][C@H:33]([CH2:35][O:36]C(=O)C4C=CC=CC=4)[C@@H:23]([O:24]C(=O)C4C=CC=CC=4)[C@@:13]3([CH3:45])[O:14]C(=O)C3C=CC=CC=3)[C:6]=2[N:7]=1.N. The product is [NH2:1][C:2]1[NH:3][C:4](=[O:46])[C:5]2[S:10][C:9](=[O:11])[N:8]([C@@H:12]3[O:34][C@H:33]([CH2:35][OH:36])[C@@H:23]([OH:24])[C@@:13]3([CH3:45])[OH:14])[C:6]=2[N:7]=1. The yield is 0.340. The catalyst is CO. (4) The reactants are C[O:2][C:3]1[CH:8]=[CH:7][C:6]([CH2:9][CH2:10][CH2:11][CH2:12][OH:13])=[CH:5][CH:4]=1.B(Br)(Br)Br. The catalyst is ClCCl. The product is [OH:2][C:3]1[CH:4]=[CH:5][C:6]([CH2:9][CH2:10][CH2:11][CH2:12][OH:13])=[CH:7][CH:8]=1. The yield is 0.420. (5) The yield is 0.620. The product is [Cl:12][C:8]1[N:7]=[C:6]([N:13]2[CH2:18][CH2:17][O:16][CH2:15][CH2:14]2)[C:5]2[C:10](=[CH:11][C:2]([C:24]3[O:25][C:21]([CH:19]=[O:20])=[CH:22][CH:23]=3)=[CH:3][CH:4]=2)[N:9]=1. The reactants are Br[C:2]1[CH:11]=[C:10]2[C:5]([C:6]([N:13]3[CH2:18][CH2:17][O:16][CH2:15][CH2:14]3)=[N:7][C:8]([Cl:12])=[N:9]2)=[CH:4][CH:3]=1.[CH:19]([C:21]1[O:25][C:24](B(O)O)=[CH:23][CH:22]=1)=[O:20].C(=O)([O-])[O-].[Na+].[Na+].C1(C)C=CC=CC=1. The catalyst is Cl[Pd](Cl)([P](C1C=CC=CC=1)(C1C=CC=CC=1)C1C=CC=CC=1)[P](C1C=CC=CC=1)(C1C=CC=CC=1)C1C=CC=CC=1.O.CCO. (6) The reactants are [NH2:1][C:2]1[CH:10]=[CH:9][C:5]([C:6]([OH:8])=[O:7])=[CH:4][N:3]=1.[CH3:11][CH2:12]O. The catalyst is S(=O)(=O)(O)O. The product is [CH2:11]([O:7][C:6](=[O:8])[C:5]1[CH:9]=[CH:10][C:2]([NH2:1])=[N:3][CH:4]=1)[CH3:12]. The yield is 0.920. (7) The reactants are [CH2:1]([O:8][C:9]1[C:17]([O:18][CH3:19])=[CH:16][CH:15]=[CH:14][C:10]=1[C:11]([OH:13])=O)[C:2]1[CH:7]=[CH:6][CH:5]=[CH:4][CH:3]=1.S(Cl)(Cl)=O.[N:24]1[CH:29]=[CH:28][CH:27]=[CH:26][C:25]=1[CH:30]([NH:37][C:38]([C:40]1[CH:41]=[N:42][C:43]2[C:48]([CH:49]=1)=[CH:47][CH:46]=[C:45]([NH2:50])[CH:44]=2)=[O:39])[C:31]1[CH:36]=[CH:35][CH:34]=[CH:33][N:32]=1.N1C=CC=CC=1. The catalyst is CN(C)C=O.C(Cl)(Cl)Cl. The product is [N:32]1[CH:33]=[CH:34][CH:35]=[CH:36][C:31]=1[CH:30]([NH:37][C:38]([C:40]1[CH:41]=[N:42][C:43]2[C:48]([CH:49]=1)=[CH:47][CH:46]=[C:45]([NH:50][C:11](=[O:13])[C:10]1[CH:14]=[CH:15][CH:16]=[C:17]([O:18][CH3:19])[C:9]=1[O:8][CH2:1][C:2]1[CH:3]=[CH:4][CH:5]=[CH:6][CH:7]=1)[CH:44]=2)=[O:39])[C:25]1[CH:26]=[CH:27][CH:28]=[CH:29][N:24]=1. The yield is 0.340. (8) The reactants are [NH2:1][C:2]1[CH:7]=[C:6]2[O:8][CH2:9][O:10][C:5]2=[CH:4][C:3]=1[C:11]1[CH:12]=[C:13]2[C:18](=[CH:19][CH:20]=1)[CH:17]=[C:16]([O:21][CH3:22])[CH:15]=[CH:14]2.Cl.[N:24]([O-])=O.[Na+].O. The catalyst is C(O)(=O)C. The product is [CH3:22][O:21][C:16]1[CH:15]=[CH:14][C:13]2[C:18]([CH:17]=1)=[CH:19][CH:20]=[C:11]1[C:12]=2[N:24]=[N:1][C:2]2[CH:7]=[C:6]3[O:8][CH2:9][O:10][C:5]3=[CH:4][C:3]1=2. The yield is 0.110. (9) The reactants are [F:1][C:2]([F:46])([F:45])[C:3]1[CH:4]=[C:5]([CH:13]([N:15]([CH2:27][C:28]2[C:33]([N:34]([CH2:37][CH:38]3[CH2:42][CH2:41][CH2:40][CH2:39]3)[CH2:35][CH3:36])=[CH:32][CH:31]=[C:30]([O:43][CH3:44])[N:29]=2)[C:16]2[N:21]=[CH:20][C:19]([O:22][CH2:23][CH2:24][S:25][CH3:26])=[CH:18][N:17]=2)[CH3:14])[CH:6]=[C:7]([C:9]([F:12])([F:11])[F:10])[CH:8]=1.OO.[S:49]([O-:52])([O-])=[O:50].[Na+].[Na+].[C:55](#N)C. The catalyst is [Cl-].[Cl-].[Mo+2](=O)=O. The product is [F:46][C:2]([F:1])([F:45])[C:3]1[CH:4]=[C:5]([CH:13]([N:15]([CH2:27][C:28]2[C:33]([N:34]([CH2:37][CH:38]3[CH2:39][CH2:40][CH2:41][CH2:42]3)[CH2:35][CH3:36])=[CH:32][CH:31]=[C:30]([O:43][CH3:44])[N:29]=2)[C:16]2[N:17]=[CH:18][C:19]([O:22][CH2:23][CH2:24][S:25]([CH3:26])=[O:50])=[CH:20][N:21]=2)[CH3:14])[CH:6]=[C:7]([C:9]([F:10])([F:11])[F:12])[CH:8]=1.[F:46][C:2]([F:1])([F:45])[C:3]1[CH:4]=[C:5]([CH:13]([N:15]([CH2:27][C:28]2[C:33]([N:34]([CH2:37][CH:38]3[CH2:39][CH2:40][CH2:41][CH2:42]3)[CH2:35][CH3:36])=[CH:32][CH:31]=[C:30]([O:43][CH3:44])[N:29]=2)[C:16]2[N:17]=[CH:18][C:19]([O:22][CH2:23][CH2:24][S:49]([CH3:55])(=[O:52])=[O:50])=[CH:20][N:21]=2)[CH3:14])[CH:6]=[C:7]([C:9]([F:11])([F:10])[F:12])[CH:8]=1. The yield is 0.100.